Dataset: Forward reaction prediction with 1.9M reactions from USPTO patents (1976-2016). Task: Predict the product of the given reaction. (1) Given the reactants [OH:1][C:2]1[CH:3]=[CH:4][C:5]2[C:17](=[O:18])[C:16]3[C:15]4[C:10](=[CH:11][C:12]([C:19]#[N:20])=[CH:13][CH:14]=4)[NH:9][C:8]=3[C:7]([CH3:22])([CH3:21])[C:6]=2[CH:23]=1.[CH2:24]([O:26][C:27](=[O:32])[NH:28][CH2:29][CH2:30]Cl)[CH3:25], predict the reaction product. The product is: [CH2:24]([O:26][C:27](=[O:32])[NH:28][CH2:29][CH2:30][O:1][C:2]1[CH:3]=[CH:4][C:5]2[C:17](=[O:18])[C:16]3[C:15]4[C:10](=[CH:11][C:12]([C:19]#[N:20])=[CH:13][CH:14]=4)[NH:9][C:8]=3[C:7]([CH3:21])([CH3:22])[C:6]=2[CH:23]=1)[CH3:25]. (2) Given the reactants [N:1]1[C:5]2[CH:6]=[CH:7][CH:8]=[CH:9][C:4]=2[NH:3][C:2]=1[C:10]1[CH:17]=[CH:16][C:13]([CH:14]=O)=[CH:12][CH:11]=1.[C:18]([O:22][C:23]([N:25]1[C:29]2[CH:30]=[CH:31][CH:32]=[CH:33][C:28]=2[N:27]=[C:26]1[CH2:34][NH:35][CH:36]1[C:45]2[N:44]=[CH:43][CH:42]=[CH:41][C:40]=2[CH2:39][CH2:38][CH2:37]1)=[O:24])([CH3:21])([CH3:20])[CH3:19].C(O)(=O)C.C(O[BH-](OC(=O)C)OC(=O)C)(=O)C.[Na+], predict the reaction product. The product is: [NH:1]1[C:5]2[CH:6]=[CH:7][CH:8]=[CH:9][C:4]=2[N:3]=[C:2]1[C:10]1[CH:17]=[CH:16][C:13]([CH2:14][N:35]([CH2:34][C:26]2[N:25]([C:23]([O:22][C:18]([CH3:20])([CH3:21])[CH3:19])=[O:24])[C:29]3[CH:30]=[CH:31][CH:32]=[CH:33][C:28]=3[N:27]=2)[CH:36]2[C:45]3[N:44]=[CH:43][CH:42]=[CH:41][C:40]=3[CH2:39][CH2:38][CH2:37]2)=[CH:12][CH:11]=1. (3) Given the reactants [CH2:1]([CH:3]1[N:12]2[C:7](=[CH:8][C:9](=[O:18])[C:10]([C:13]([O:15][CH2:16][CH3:17])=[O:14])=[CH:11]2)[C:6]2[CH:19]=[C:20]([O:24][CH3:25])[C:21]([OH:23])=[CH:22][C:5]=2[CH2:4]1)[CH3:2].Cl.Cl[CH2:28][CH2:29][N:30]1[CH2:34][CH2:33][CH2:32][CH2:31]1.C([O-])([O-])=O.[K+].[K+], predict the reaction product. The product is: [CH2:1]([CH:3]1[N:12]2[C:7](=[CH:8][C:9](=[O:18])[C:10]([C:13]([O:15][CH2:16][CH3:17])=[O:14])=[CH:11]2)[C:6]2[CH:19]=[C:20]([O:24][CH3:25])[C:21]([O:23][CH2:28][CH2:29][N:30]3[CH2:34][CH2:33][CH2:32][CH2:31]3)=[CH:22][C:5]=2[CH2:4]1)[CH3:2]. (4) Given the reactants [CH2:1]([O:3][C:4](=[O:23])[C:5]1[CH:10]=[CH:9][CH:8]=[C:7]([S:11][C:12]2[C:20]3[C:15](=[CH:16][C:17]([Cl:21])=[CH:18][CH:19]=3)[NH:14][C:13]=2[CH3:22])[CH:6]=1)[CH3:2].Br[C:25]1[CH:26]=[N:27][N:28]([C:30]2[CH:35]=[CH:34][C:33]([CH3:36])=[CH:32][CH:31]=2)[CH:29]=1, predict the reaction product. The product is: [CH2:1]([O:3][C:4](=[O:23])[C:5]1[CH:10]=[CH:9][CH:8]=[C:7]([S:11][C:12]2[C:20]3[C:15](=[CH:16][C:17]([Cl:21])=[CH:18][CH:19]=3)[N:14]([C:25]3[CH:26]=[N:27][N:28]([C:30]4[CH:35]=[CH:34][C:33]([CH3:36])=[CH:32][CH:31]=4)[CH:29]=3)[C:13]=2[CH3:22])[CH:6]=1)[CH3:2]. (5) Given the reactants [CH2:1]([O:8][C:9]([N:11]1[CH2:16][CH2:15][C:14](=[O:17])[CH2:13][CH2:12]1)=[O:10])[C:2]1[CH:7]=[CH:6][CH:5]=[CH:4][CH:3]=1.C(N(CC)CC)C.C[Si](Cl)(C)C.[B-](F)(F)(F)[F:31].[B-](F)(F)(F)F.C1[N+]2(CCl)CC[N+](F)(CC2)C1, predict the reaction product. The product is: [F:31][CH:13]1[C:14](=[O:17])[CH2:15][CH2:16][N:11]([C:9]([O:8][CH2:1][C:2]2[CH:7]=[CH:6][CH:5]=[CH:4][CH:3]=2)=[O:10])[CH2:12]1.